Dataset: Experimental lipophilicity measurements (octanol/water distribution) for 4,200 compounds from AstraZeneca. Task: Regression/Classification. Given a drug SMILES string, predict its absorption, distribution, metabolism, or excretion properties. Task type varies by dataset: regression for continuous measurements (e.g., permeability, clearance, half-life) or binary classification for categorical outcomes (e.g., BBB penetration, CYP inhibition). For this dataset (lipophilicity_astrazeneca), we predict Y. (1) The compound is CO[C@H]1CN(CCn2c(=O)ccc3ccc(C#N)cc32)CC[C@@H]1NCc1cc2c(cn1)OCCO2. The Y is 1.05 logD. (2) The drug is CCCCC1=NC2(CCCC2)C(=O)N1Cc1ccc(-c2ccccc2-c2nn[nH]n2)cc1. The Y is 1.29 logD.